From a dataset of Reaction yield outcomes from USPTO patents with 853,638 reactions. Predict the reaction yield, written as a fraction of the theoretical maximum amount of product (1.0 means a 100% yield; for example, 0.34 means a 34% yield). (1) The reactants are [CH:1]1[C:10]2[C:5](=[CH:6][CH:7]=[CH:8][CH:9]=2)[CH:4]=[C:3]([NH2:11])[N:2]=1.C(O)(C(F)(F)F)=O. The catalyst is [Pt](=O)=O. The product is [CH:1]1[C:10]2[CH2:9][CH2:8][CH2:7][CH2:6][C:5]=2[CH:4]=[C:3]([NH2:11])[N:2]=1. The yield is 0.570. (2) The reactants are [NH:1]1[C:5]2=[CH:6][N:7]=[CH:8][CH:9]=[C:4]2[C:3]([C:10]([O:12][CH3:13])=[O:11])=[N:2]1.[I:14][C:15]1[CH:16]=[C:17](B(O)O)[CH:18]=[CH:19][CH:20]=1. No catalyst specified. The product is [I:14][C:15]1[CH:20]=[C:19]([N:1]2[C:5]3=[CH:6][N:7]=[CH:8][CH:9]=[C:4]3[C:3]([C:10]([O:12][CH3:13])=[O:11])=[N:2]2)[CH:18]=[CH:17][CH:16]=1. The yield is 0.340. (3) The reactants are [CH2:1]([C:3]1[CH:27]=[CH:26][C:6]([O:7][C:8]2[C:17]([CH3:18])=[C:16]3[C:11]([CH:12]=[C:13]([C:23]([OH:25])=[O:24])[CH:14]([C:19]([F:22])([F:21])[F:20])[O:15]3)=[CH:10][CH:9]=2)=[CH:5][CH:4]=1)[CH3:2].[OH-].[Na+:29]. The catalyst is C(O)C. The product is [CH2:1]([C:3]1[CH:4]=[CH:5][C:6]([O:7][C:8]2[C:17]([CH3:18])=[C:16]3[C:11]([CH:12]=[C:13]([C:23]([O-:25])=[O:24])[CH:14]([C:19]([F:20])([F:22])[F:21])[O:15]3)=[CH:10][CH:9]=2)=[CH:26][CH:27]=1)[CH3:2].[Na+:29]. The yield is 1.00. (4) The reactants are [S-:1][C:2]#[N:3].[NH4+].[C:5](Cl)(=[O:12])[C:6]1[CH:11]=[CH:10][CH:9]=[CH:8][CH:7]=1.[NH2:14][C:15]1[CH:24]=[C:23]2[C:18]([CH:19]=[CH:20][CH:21]=[C:22]2[N:25]2[CH2:30][CH2:29][N:28]([CH3:31])[CH2:27][CH2:26]2)=[CH:17][CH:16]=1. The catalyst is CC(C)=O. The product is [C:5]([NH:3][C:2]([NH:14][C:15]1[CH:24]=[C:23]2[C:18]([CH:19]=[CH:20][CH:21]=[C:22]2[N:25]2[CH2:30][CH2:29][N:28]([CH3:31])[CH2:27][CH2:26]2)=[CH:17][CH:16]=1)=[S:1])(=[O:12])[C:6]1[CH:11]=[CH:10][CH:9]=[CH:8][CH:7]=1. The yield is 0.770. (5) The reactants are Cl.[NH2:2][C@H:3]([C:7]1[CH:12]=[CH:11][CH:10]=[CH:9][CH:8]=1)[CH2:4][CH2:5][OH:6].[C:13]([O:17][C:18]([NH:20][C:21]1([C:36](O)=[O:37])[CH2:26][CH2:25][N:24]([C:27]2[C:28]3[CH:35]=[CH:34][NH:33][C:29]=3[N:30]=[CH:31][N:32]=2)[CH2:23][CH2:22]1)=[O:19])([CH3:16])([CH3:15])[CH3:14].CCN(C(C)C)C(C)C.F[P-](F)(F)(F)(F)F.N1(OC(N(C)C)=[N+](C)C)C2N=CC=CC=2N=N1. The catalyst is CC(N(C)C)=O. The product is [OH:6][CH2:5][CH2:4][C@H:3]([NH:2][C:36]([C:21]1([NH:20][C:18](=[O:19])[O:17][C:13]([CH3:15])([CH3:14])[CH3:16])[CH2:22][CH2:23][N:24]([C:27]2[C:28]3[CH:35]=[CH:34][NH:33][C:29]=3[N:30]=[CH:31][N:32]=2)[CH2:25][CH2:26]1)=[O:37])[C:7]1[CH:12]=[CH:11][CH:10]=[CH:9][CH:8]=1. The yield is 0.488. (6) The reactants are [Cl:1][C:2]1[CH:9]=[C:8](I)[C:5]([C:6]#[N:7])=[CH:4][N:3]=1.[NH2:11][C:12]1[CH:22]=[CH:21][CH:20]=[CH:19][C:13]=1[C:14]([NH:16]OC)=[O:15].[O-]P([O-])([O-])=O.[K+].[K+].[K+].[CH:31]1C=CC(P(C2C(OC3C(P(C4C=CC=CC=4)C4C=CC=CC=4)=CC=CC=3)=CC=CC=2)C2C=CC=CC=2)=CC=1. The catalyst is O1CCOCC1.CC(O)=O.CC(O)=O.[Pd]. The product is [Cl:1][C:2]1[CH:9]=[C:8]([NH:11][C:12]2[CH:22]=[CH:21][CH:20]=[CH:19][C:13]=2[C:14]([NH:16][CH3:31])=[O:15])[C:5]([C:6]#[N:7])=[CH:4][N:3]=1. The yield is 0.590.